Task: Regression. Given a peptide amino acid sequence and an MHC pseudo amino acid sequence, predict their binding affinity value. This is MHC class I binding data.. Dataset: Peptide-MHC class I binding affinity with 185,985 pairs from IEDB/IMGT (1) The peptide sequence is EMKTDAATLA. The MHC is HLA-A02:06 with pseudo-sequence HLA-A02:06. The binding affinity (normalized) is 0.0647. (2) The peptide sequence is RRIGIYVGV. The MHC is HLA-B27:05 with pseudo-sequence HLA-B27:05. The binding affinity (normalized) is 0.532. (3) The binding affinity (normalized) is 0. The MHC is Mamu-A2201 with pseudo-sequence Mamu-A2201. The peptide sequence is LAGRWPITH. (4) The peptide sequence is AEQASQEVKNW. The MHC is HLA-A32:01 with pseudo-sequence HLA-A32:01. The binding affinity (normalized) is 0.00322. (5) The peptide sequence is SGRLIDFLK. The MHC is HLA-A33:01 with pseudo-sequence HLA-A33:01. The binding affinity (normalized) is 0.0901. (6) The peptide sequence is EAFPYEITE. The MHC is HLA-A11:01 with pseudo-sequence HLA-A11:01. The binding affinity (normalized) is 0.0847. (7) The peptide sequence is IMASENSSA. The MHC is HLA-B15:01 with pseudo-sequence HLA-B15:01. The binding affinity (normalized) is 0. (8) The peptide sequence is FMYSDFHFI. The MHC is HLA-A02:19 with pseudo-sequence HLA-A02:19. The binding affinity (normalized) is 0.872. (9) The peptide sequence is RILHNGAYSL. The MHC is HLA-A02:01 with pseudo-sequence HLA-A02:01. The binding affinity (normalized) is 0.480. (10) The peptide sequence is RSLFNTVATLY. The MHC is HLA-A30:01 with pseudo-sequence HLA-A30:01. The binding affinity (normalized) is 0.232.